Dataset: Forward reaction prediction with 1.9M reactions from USPTO patents (1976-2016). Task: Predict the product of the given reaction. (1) Given the reactants [C:1]1([N:7]2[C:15](=[O:16])[C:14]3[C@@H:13]4[C:17]([CH3:19])([CH3:18])[C@@:10]([CH3:20])([CH2:11][CH2:12]4)[C:9]=3[NH:8]2)[CH:6]=[CH:5][CH:4]=[CH:3][CH:2]=1.Br[CH2:22][CH2:23][C:24]1[CH:29]=[CH:28][CH:27]=[CH:26][CH:25]=1.ClCCl, predict the reaction product. The product is: [CH3:20][C@@:10]12[C:17]([CH3:19])([CH3:18])[C@@H:13]([C:14]3[C:15](=[O:16])[N:7]([C:1]4[CH:2]=[CH:3][CH:4]=[CH:5][CH:6]=4)[N:8]([CH2:22][CH2:23][C:24]4[CH:29]=[CH:28][CH:27]=[CH:26][CH:25]=4)[C:9]=31)[CH2:12][CH2:11]2. (2) Given the reactants [CH2:1]([Zn]CC)C.C(C(O)=O)(F)(F)F.C(I)I.[NH2:16][C:17]1[N:21]([CH3:22])[C:20](=[O:23])[C:19]([C:35]2[CH:40]=[CH:39][C:38]([O:41][CH:42]([F:44])[F:43])=[CH:37][CH:36]=2)([C:24]2[CH:29]=[CH:28][CH:27]=[C:26](/[CH:30]=[CH:31]/[CH2:32][O:33][CH3:34])[CH:25]=2)[N:18]=1, predict the reaction product. The product is: [NH2:16][C:17]1[N:21]([CH3:22])[C:20](=[O:23])[C:19]([C:35]2[CH:36]=[CH:37][C:38]([O:41][CH:42]([F:44])[F:43])=[CH:39][CH:40]=2)([C:24]2[CH:29]=[CH:28][CH:27]=[C:26]([CH:30]3[CH2:1][CH:31]3[CH2:32][O:33][CH3:34])[CH:25]=2)[N:18]=1. (3) Given the reactants Cl.Cl.[NH:3]1[CH2:8][CH2:7][CH:6](/[CH:9]=[C:10]2/[C:11]([NH:16][CH2:17][C:18]#[CH:19])=[N:12][C:13](=[O:15])[S:14]/2)[CH2:5][CH2:4]1.[F:20][C:21]([F:31])([F:30])[C:22]1[CH:29]=[CH:28][C:25]([CH:26]=O)=[CH:24][CH:23]=1.C(O[BH-](OC(=O)C)OC(=O)C)(=O)C.[Na+].C(=O)([O-])O.[Na+], predict the reaction product. The product is: [CH2:17]([NH:16][C:11]1=[N:12][C:13](=[O:15])[S:14]/[C:10]/1=[CH:9]\[CH:6]1[CH2:7][CH2:8][N:3]([CH2:26][C:25]2[CH:24]=[CH:23][C:22]([C:21]([F:20])([F:30])[F:31])=[CH:29][CH:28]=2)[CH2:4][CH2:5]1)[C:18]#[CH:19]. (4) Given the reactants [Cl:1][C:2]1[CH:7]=[CH:6][C:5]([CH2:8][NH:9][C:10](=[O:20])[CH2:11][NH:12]C(=O)OC(C)(C)C)=[CH:4][C:3]=1[NH:21][C:22]1[S:23]/[C:24](=[CH:28]\[C:29]2[CH:30]=[C:31]3[C:36](=[CH:37][CH:38]=2)[N:35]=[CH:34][CH:33]=[CH:32]3)/[C:25](=[O:27])[N:26]=1, predict the reaction product. The product is: [Cl:1][C:2]1[CH:7]=[CH:6][C:5]([CH2:8][NH:9][C:10](=[O:20])[CH2:11][NH2:12])=[CH:4][C:3]=1[NH:21][C:22]1[S:23]/[C:24](=[CH:28]\[C:29]2[CH:30]=[C:31]3[C:36](=[CH:37][CH:38]=2)[N:35]=[CH:34][CH:33]=[CH:32]3)/[C:25](=[O:27])[N:26]=1. (5) Given the reactants [NH2:1][C:2]1[C:11]2[N:12]=[C:13]([CH2:20][O:21][CH2:22][CH3:23])[N:14]([CH2:15][C:16]([CH3:19])([OH:18])[CH3:17])[C:10]=2[C:9]2[CH:8]=[CH:7][C:6]([O:24]CC3C=CC=CC=3)=[CH:5][C:4]=2[N:3]=1.Cl, predict the reaction product. The product is: [NH2:1][C:2]1[C:11]2[N:12]=[C:13]([CH2:20][O:21][CH2:22][CH3:23])[N:14]([CH2:15][C:16]([OH:18])([CH3:19])[CH3:17])[C:10]=2[C:9]2[CH:8]=[CH:7][C:6]([OH:24])=[CH:5][C:4]=2[N:3]=1. (6) Given the reactants [OH-].[K+].[Br:3][C:4]1[CH:22]=[CH:21][C:7]([C:8]([NH:10][C:11]2[CH:20]=[CH:19][C:14]([C:15]([O:17]C)=[O:16])=[CH:13][N:12]=2)=[O:9])=[CH:6][N:5]=1, predict the reaction product. The product is: [Br:3][C:4]1[CH:22]=[CH:21][C:7]([C:8]([NH:10][C:11]2[CH:20]=[CH:19][C:14]([C:15]([OH:17])=[O:16])=[CH:13][N:12]=2)=[O:9])=[CH:6][N:5]=1. (7) Given the reactants Cl[C@H:2]1[C@H:8]2[C:9](=[O:10])[C@H:5]([CH:6]=[CH:7]2)[N:4]([O:11][CH2:12][C:13]2[CH:18]=[CH:17][CH:16]=[CH:15][CH:14]=2)[C:3]1=[O:19].Cl[C@@H:21]1[C@H:27]2[C:28](=O)[C@H](C=[CH:26]2)N(OCC2C=CC=CC=2)C1=O.ClC(Cl)C(NOCC1C=CC=CC=1)=O.O1C=CC=C1, predict the reaction product. The product is: [CH3:26][CH:27]([CH3:28])[CH2:21][C@H:2]1[C@@H:8]2[C:9](=[O:10])[C@H:5]([CH:6]=[CH:7]2)[N:4]([O:11][CH2:12][C:13]2[CH:18]=[CH:17][CH:16]=[CH:15][CH:14]=2)[C:3]1=[O:19].